From a dataset of Reaction yield outcomes from USPTO patents with 853,638 reactions. Predict the reaction yield, written as a fraction of the theoretical maximum amount of product (1.0 means a 100% yield; for example, 0.34 means a 34% yield). (1) The reactants are [N:1]12[CH2:9][CH:5]([CH2:6][CH2:7][CH2:8]1)[C:4](=[O:10])[CH2:3][CH2:2]2.[BH4-].[Na+].O. The catalyst is CO. The product is [N:1]12[CH2:9][CH:5]([CH2:6][CH2:7][CH2:8]1)[CH:4]([OH:10])[CH2:3][CH2:2]2. The yield is 0.910. (2) The reactants are [CH3:1][C:2]12[CH2:12][CH:6]3[CH2:7][C:8]([CH3:11])([CH2:10][C:4]([C:13]4(O)[CH:18]=[CH:17][CH:16]=[CH:15][CH2:14]4)([CH2:5]3)[CH2:3]1)[CH2:9]2.N1C=CC=CC=1.[F:26][C:27]([F:40])([F:39])[S:28]([O:31]S(C(F)(F)F)(=O)=O)(=[O:30])=[O:29].[Cl-].[Na+]. The catalyst is C(OCC)(=O)C. The product is [CH3:11][C:8]12[CH2:7][CH:6]3[CH2:12][C:2]([CH3:1])([CH2:3][C:4]([C:13]4[CH:14]=[CH:15][C:16]([O:31][S:28]([C:27]([F:40])([F:39])[F:26])(=[O:30])=[O:29])=[CH:17][CH:18]=4)([CH2:5]3)[CH2:10]1)[CH2:9]2. The yield is 0.880.